From a dataset of Full USPTO retrosynthesis dataset with 1.9M reactions from patents (1976-2016). Predict the reactants needed to synthesize the given product. Given the product [NH2:25][C:23]1[CH:22]=[CH:21][C:3]([O:4][C:5]2[CH:10]=[CH:9][N:8]=[C:7]([NH:11][C:12]([N:14]3[CH2:15][CH2:16][CH:17]([OH:20])[CH2:18][CH2:19]3)=[O:13])[CH:6]=2)=[C:2]([F:1])[CH:24]=1, predict the reactants needed to synthesize it. The reactants are: [F:1][C:2]1[CH:24]=[C:23]([N+:25]([O-])=O)[CH:22]=[CH:21][C:3]=1[O:4][C:5]1[CH:10]=[CH:9][N:8]=[C:7]([NH:11][C:12]([N:14]2[CH2:19][CH2:18][CH:17]([OH:20])[CH2:16][CH2:15]2)=[O:13])[CH:6]=1.[H][H].